From a dataset of Forward reaction prediction with 1.9M reactions from USPTO patents (1976-2016). Predict the product of the given reaction. (1) Given the reactants [CH3:1][CH2:2][N:3]1[C:7]([C:8]2[CH:13]=[CH:12][C:11]([Cl:14])=[CH:10][CH:9]=2)=[C:6]([C:15]2[CH:20]=[CH:19][CH:18]=[C:17]([N:21]3[CH2:26][CH2:25][N:24]([C:27]4[CH:32]=[CH:31][C:30]([NH:33][S:34]([C:37]5[CH:42]=[CH:41][C:40]([NH:43][C@@H:44]([CH2:54][S:55][C:56]6[CH:61]=[CH:60][CH:59]=[CH:58][CH:57]=6)[CH2:45][CH2:46][N:47]6[CH2:52][CH2:51][CH:50]([OH:53])[CH2:49][CH2:48]6)=[C:39]([S:62]([C:65]([F:68])([F:67])[F:66])(=[O:64])=[O:63])[CH:38]=5)(=[O:36])=[O:35])=[CH:29][CH:28]=4)[CH2:23][CH2:22]3)[CH:16]=2)[C:5]([C:69]([OH:71])=[O:70])=[C:4]1[CH3:72].O[CH:74]1[CH2:79][CH2:78][CH:77]([C:80]([O:82]C(C)(C)C)=[O:81])[CH2:76][CH2:75]1, predict the reaction product. The product is: [Cl:14][C:11]1[CH:12]=[CH:13][C:8]([C:7]2[N:3]([CH2:2][CH3:1])[C:4]([CH3:72])=[C:5]([C:69]([O:71][CH:74]3[CH2:79][CH2:78][CH:77]([C:80]([OH:82])=[O:81])[CH2:76][CH2:75]3)=[O:70])[C:6]=2[C:15]2[CH:20]=[CH:19][CH:18]=[C:17]([N:21]3[CH2:22][CH2:23][N:24]([C:27]4[CH:28]=[CH:29][C:30]([NH:33][S:34]([C:37]5[CH:42]=[CH:41][C:40]([NH:43][C@H:44]([CH2:45][CH2:46][N:47]6[CH2:48][CH2:49][CH:50]([OH:53])[CH2:51][CH2:52]6)[CH2:54][S:55][C:56]6[CH:57]=[CH:58][CH:59]=[CH:60][CH:61]=6)=[C:39]([S:62]([C:65]([F:66])([F:67])[F:68])(=[O:63])=[O:64])[CH:38]=5)(=[O:36])=[O:35])=[CH:31][CH:32]=4)[CH2:25][CH2:26]3)[CH:16]=2)=[CH:9][CH:10]=1. (2) Given the reactants Br[CH:2]([CH3:6])[C:3]([NH2:5])=[O:4].[Cl:7][C:8]1[CH:13]=[CH:12][C:11]([CH2:14][C:15]([NH:17][C:18]2[CH:19]=[N:20][CH:21]=[C:22]([C:24]([C:26]3[C:34]4[CH:33]=[N:32][CH:31]=[N:30][C:29]=4[NH:28][CH:27]=3)=[O:25])[CH:23]=2)=[O:16])=[CH:10][CH:9]=1.C(=O)([O-])[O-].[Cs+].[Cs+].O, predict the reaction product. The product is: [Cl:7][C:8]1[CH:13]=[CH:12][C:11]([CH2:14][C:15]([NH:17][C:18]2[CH:23]=[C:22]([C:24]([C:26]3[C:34]4[CH:33]=[N:32][CH:31]=[N:30][C:29]=4[N:28]([CH:2]([CH3:6])[C:3]([NH2:5])=[O:4])[CH:27]=3)=[O:25])[CH:21]=[N:20][CH:19]=2)=[O:16])=[CH:10][CH:9]=1. (3) Given the reactants [O:1]1[C:9]2[CH:8]=[CH:7][N:6]=[CH:5][C:4]=2[CH:3]=[C:2]1[CH2:10]O.C(Br)(Br)(Br)[Br:13].C1C=CC(P(C2C=CC=CC=2)C2C=CC=CC=2)=CC=1.C(Cl)[Cl:37], predict the reaction product. The product is: [ClH:37].[Br:13][CH2:10][C:2]1[O:1][C:9]2[CH:8]=[CH:7][N:6]=[CH:5][C:4]=2[CH:3]=1.